This data is from NCI-60 drug combinations with 297,098 pairs across 59 cell lines. The task is: Regression. Given two drug SMILES strings and cell line genomic features, predict the synergy score measuring deviation from expected non-interaction effect. (1) Drug 1: COC1=C(C=C2C(=C1)N=CN=C2NC3=CC(=C(C=C3)F)Cl)OCCCN4CCOCC4. Drug 2: CS(=O)(=O)OCCCCOS(=O)(=O)C. Cell line: RPMI-8226. Synergy scores: CSS=26.4, Synergy_ZIP=4.67, Synergy_Bliss=13.7, Synergy_Loewe=-0.967, Synergy_HSA=8.72. (2) Drug 1: C1CN1C2=NC(=NC(=N2)N3CC3)N4CC4. Drug 2: CCC1(C2=C(COC1=O)C(=O)N3CC4=CC5=C(C=CC(=C5CN(C)C)O)N=C4C3=C2)O.Cl. Cell line: SK-MEL-28. Synergy scores: CSS=32.6, Synergy_ZIP=-10.0, Synergy_Bliss=-3.83, Synergy_Loewe=-2.28, Synergy_HSA=0.629. (3) Drug 1: C1=CC=C(C=C1)NC(=O)CCCCCCC(=O)NO. Drug 2: CCN(CC)CCNC(=O)C1=C(NC(=C1C)C=C2C3=C(C=CC(=C3)F)NC2=O)C. Cell line: NCI-H322M. Synergy scores: CSS=-1.17, Synergy_ZIP=0.253, Synergy_Bliss=-1.05, Synergy_Loewe=-3.93, Synergy_HSA=-3.10. (4) Synergy scores: CSS=10.9, Synergy_ZIP=-6.17, Synergy_Bliss=-3.80, Synergy_Loewe=-23.2, Synergy_HSA=-3.24. Drug 2: CC12CCC3C(C1CCC2OP(=O)(O)O)CCC4=C3C=CC(=C4)OC(=O)N(CCCl)CCCl.[Na+]. Drug 1: COC1=C(C=C2C(=C1)N=CN=C2NC3=CC(=C(C=C3)F)Cl)OCCCN4CCOCC4. Cell line: OVCAR-4. (5) Drug 1: COC1=CC(=CC(=C1O)OC)C2C3C(COC3=O)C(C4=CC5=C(C=C24)OCO5)OC6C(C(C7C(O6)COC(O7)C8=CC=CS8)O)O. Drug 2: CC12CCC3C(C1CCC2OP(=O)(O)O)CCC4=C3C=CC(=C4)OC(=O)N(CCCl)CCCl.[Na+]. Cell line: MALME-3M. Synergy scores: CSS=20.1, Synergy_ZIP=-8.08, Synergy_Bliss=-6.79, Synergy_Loewe=-32.7, Synergy_HSA=-6.42. (6) Drug 1: CS(=O)(=O)OCCCCOS(=O)(=O)C. Drug 2: CC12CCC3C(C1CCC2OP(=O)(O)O)CCC4=C3C=CC(=C4)OC(=O)N(CCCl)CCCl.[Na+]. Cell line: DU-145. Synergy scores: CSS=14.1, Synergy_ZIP=-3.63, Synergy_Bliss=4.65, Synergy_Loewe=-1.41, Synergy_HSA=0.460.